This data is from Reaction yield outcomes from USPTO patents with 853,638 reactions. The task is: Predict the reaction yield, written as a fraction of the theoretical maximum amount of product (1.0 means a 100% yield; for example, 0.34 means a 34% yield). The reactants are [CH3:1][S:2][C:3]1[CH:8]=[CH:7][C:6]([N:9]2[CH2:14][CH2:13][NH:12][CH2:11][C:10]2=[O:15])=[CH:5][CH:4]=1.C([O-])([O-])=O.[K+].[K+].[C:22]([O:26][C:27]([N:29]1[CH2:34][CH2:33][CH:32]([CH2:35][CH2:36]OS(C)(=O)=O)[CH2:31][CH2:30]1)=[O:28])([CH3:25])([CH3:24])[CH3:23]. The catalyst is CC#N.[I-].C([N+](CCCC)(CCCC)CCCC)CCC. The product is [C:22]([O:26][C:27]([N:29]1[CH2:34][CH2:33][CH:32]([CH2:35][CH2:36][N:12]2[CH2:13][CH2:14][N:9]([C:6]3[CH:5]=[CH:4][C:3]([S:2][CH3:1])=[CH:8][CH:7]=3)[C:10](=[O:15])[CH2:11]2)[CH2:31][CH2:30]1)=[O:28])([CH3:25])([CH3:24])[CH3:23]. The yield is 0.420.